Dataset: Catalyst prediction with 721,799 reactions and 888 catalyst types from USPTO. Task: Predict which catalyst facilitates the given reaction. (1) Reactant: N[C:2]1[C:7]([Br:8])=[CH:6][C:5]([Cl:9])=[CH:4][N:3]=1.N([O-])=[O:11].[Na+]. Product: [Br:8][C:7]1[C:2](=[O:11])[NH:3][CH:4]=[C:5]([Cl:9])[CH:6]=1. The catalyst class is: 223. (2) Reactant: C([O:3][C:4](=[O:34])[CH2:5][O:6][C:7]1[CH:12]=[CH:11][C:10]([S:13][C:14]2[CH:19]=[CH:18][C:17]([CH2:20][O:21][C:22]3[CH:27]=[CH:26][C:25]([C:28]([F:31])([F:30])[F:29])=[CH:24][CH:23]=3)=[CH:16][C:15]=2[Cl:32])=[CH:9][C:8]=1[CH3:33])C.[OH-].[Na+].Cl. Product: [Cl:32][C:15]1[CH:16]=[C:17]([CH2:20][O:21][C:22]2[CH:27]=[CH:26][C:25]([C:28]([F:30])([F:29])[F:31])=[CH:24][CH:23]=2)[CH:18]=[CH:19][C:14]=1[S:13][C:10]1[CH:11]=[CH:12][C:7]([O:6][CH2:5][C:4]([OH:34])=[O:3])=[C:8]([CH3:33])[CH:9]=1. The catalyst class is: 14. (3) Reactant: [CH3:1][O:2][C:3]1[CH:4]=[C:5]2[C:10](=[CH:11][C:12]=1[O:13][CH3:14])[N:9]=[CH:8][CH:7]=[C:6]2[O:15][C:16]1[CH:22]=[CH:21][C:19]([NH2:20])=[C:18]([CH3:23])[C:17]=1[CH3:24].ClC(Cl)(O[C:29](=[O:35])[O:30][C:31](Cl)(Cl)Cl)Cl.[O:37]1[CH2:42][CH2:41]C(O)[CH2:39][CH2:38]1.C(=O)(O)[O-].[Na+]. Product: [CH3:1][O:2][C:3]1[CH:4]=[C:5]2[C:10](=[CH:11][C:12]=1[O:13][CH3:14])[N:9]=[CH:8][CH:7]=[C:6]2[O:15][C:16]1[CH:22]=[CH:21][C:19]([NH:20][C:29](=[O:35])[O:30][CH:31]2[CH2:41][CH2:42][O:37][CH2:38][CH2:39]2)=[C:18]([CH3:23])[C:17]=1[CH3:24]. The catalyst class is: 208. (4) Reactant: [I:1][C:2]1[CH:7]=[CH:6][CH:5]=[CH:4][C:3]=1[OH:8].Br[CH:10]([CH3:12])[CH3:11].C(=O)([O-])[O-].[K+].[K+]. Product: [I:1][C:2]1[CH:7]=[CH:6][CH:5]=[CH:4][C:3]=1[O:8][CH:10]([CH3:12])[CH3:11]. The catalyst class is: 9. (5) Reactant: [N:1]1[CH:6]=[CH:5][CH:4]=[CH:3][C:2]=1[C:7]1([C:13]#[N:14])[CH2:12][CH2:11][NH:10][CH2:9][CH2:8]1.CCN(C(C)C)C(C)C.[CH2:24]([S:27](Cl)(=[O:29])=[O:28])[CH2:25][CH3:26].[OH-].[Na+]. Product: [CH2:24]([S:27]([N:10]1[CH2:9][CH2:8][C:7]([C:2]2[CH:3]=[CH:4][CH:5]=[CH:6][N:1]=2)([C:13]#[N:14])[CH2:12][CH2:11]1)(=[O:29])=[O:28])[CH2:25][CH3:26]. The catalyst class is: 2. (6) Reactant: [C:1]([O:9][C:10]1[CH:15]=[CH:14][C:13](O)=[C:12]([N+:17]([O-:19])=[O:18])[CH:11]=1)(=[O:8])[C:2]1[CH:7]=[CH:6][CH:5]=[CH:4][CH:3]=1.Br[CH2:21][C:22]([O:24][CH3:25])=[O:23].C(=O)([O-])[O-].[K+].[K+]. Product: [C:1]([O:9][C:10]1[CH:15]=[CH:14][C:13]([CH2:21][C:22]([O:24][CH3:25])=[O:23])=[C:12]([N+:17]([O-:19])=[O:18])[CH:11]=1)(=[O:8])[C:2]1[CH:7]=[CH:6][CH:5]=[CH:4][CH:3]=1. The catalyst class is: 21.